From a dataset of NCI-60 drug combinations with 297,098 pairs across 59 cell lines. Regression. Given two drug SMILES strings and cell line genomic features, predict the synergy score measuring deviation from expected non-interaction effect. (1) Drug 1: CC12CCC3C(C1CCC2O)C(CC4=C3C=CC(=C4)O)CCCCCCCCCS(=O)CCCC(C(F)(F)F)(F)F. Drug 2: C1=NC2=C(N=C(N=C2N1C3C(C(C(O3)CO)O)F)Cl)N. Cell line: SK-MEL-28. Synergy scores: CSS=-0.684, Synergy_ZIP=-1.48, Synergy_Bliss=1.20, Synergy_Loewe=-19.1, Synergy_HSA=-1.30. (2) Drug 1: C1CCC(CC1)NC(=O)N(CCCl)N=O. Drug 2: C1=CN(C=N1)CC(O)(P(=O)(O)O)P(=O)(O)O. Cell line: SK-MEL-2. Synergy scores: CSS=-1.18, Synergy_ZIP=-5.84, Synergy_Bliss=-13.0, Synergy_Loewe=-14.6, Synergy_HSA=-14.1. (3) Drug 1: C1C(C(OC1N2C=C(C(=O)NC2=O)F)CO)O. Drug 2: C1=CN(C=N1)CC(O)(P(=O)(O)O)P(=O)(O)O. Cell line: OVCAR-5. Synergy scores: CSS=15.0, Synergy_ZIP=-2.03, Synergy_Bliss=1.66, Synergy_Loewe=-10.0, Synergy_HSA=2.39. (4) Drug 1: C1=NC2=C(N=C(N=C2N1C3C(C(C(O3)CO)O)F)Cl)N. Drug 2: CC1=C(C(=O)C2=C(C1=O)N3CC4C(C3(C2COC(=O)N)OC)N4)N. Cell line: BT-549. Synergy scores: CSS=24.9, Synergy_ZIP=-0.174, Synergy_Bliss=1.71, Synergy_Loewe=3.26, Synergy_HSA=4.71. (5) Drug 1: C1=CC(=C2C(=C1NCCNCCO)C(=O)C3=C(C=CC(=C3C2=O)O)O)NCCNCCO. Drug 2: C1C(C(OC1N2C=NC3=C(N=C(N=C32)Cl)N)CO)O. Cell line: SK-MEL-28. Synergy scores: CSS=32.0, Synergy_ZIP=-1.63, Synergy_Bliss=-1.20, Synergy_Loewe=-5.91, Synergy_HSA=-1.58. (6) Drug 1: C1=CN(C=N1)CC(O)(P(=O)(O)O)P(=O)(O)O. Drug 2: CC1C(C(CC(O1)OC2CC(CC3=C2C(=C4C(=C3O)C(=O)C5=CC=CC=C5C4=O)O)(C(=O)C)O)N)O. Cell line: PC-3. Synergy scores: CSS=52.5, Synergy_ZIP=0.653, Synergy_Bliss=1.30, Synergy_Loewe=-1.10, Synergy_HSA=2.44.